This data is from Reaction yield outcomes from USPTO patents with 853,638 reactions. The task is: Predict the reaction yield, written as a fraction of the theoretical maximum amount of product (1.0 means a 100% yield; for example, 0.34 means a 34% yield). The reactants are [CH3:1][S:2]([N:5](S(C)(=O)=O)[C:6]1[CH:35]=[CH:34][C:9]([C:10]([N:12]2[C:21]3[C:16](=[CH:17][CH:18]=[CH:19][CH:20]=3)[C@H:15]([N:22]([C:26]3[CH:31]=[CH:30][C:29]([Cl:32])=[CH:28][CH:27]=3)[C:23](=[O:25])[CH3:24])[CH2:14][C@@H:13]2[CH3:33])=[O:11])=[CH:8][CH:7]=1)(=[O:4])=[O:3].[OH-].[Na+].O.C(=O)(O)[O-].[Na+]. The catalyst is O1CCCC1. The product is [Cl:32][C:29]1[CH:30]=[CH:31][C:26]([N:22]([C@H:15]2[C:16]3[C:21](=[CH:20][CH:19]=[CH:18][CH:17]=3)[N:12]([C:10](=[O:11])[C:9]3[CH:34]=[CH:35][C:6]([NH:5][S:2]([CH3:1])(=[O:3])=[O:4])=[CH:7][CH:8]=3)[C@@H:13]([CH3:33])[CH2:14]2)[C:23](=[O:25])[CH3:24])=[CH:27][CH:28]=1. The yield is 0.760.